Dataset: NCI-60 drug combinations with 297,098 pairs across 59 cell lines. Task: Regression. Given two drug SMILES strings and cell line genomic features, predict the synergy score measuring deviation from expected non-interaction effect. (1) Drug 1: CC12CCC3C(C1CCC2=O)CC(=C)C4=CC(=O)C=CC34C. Drug 2: C1=CC(=CC=C1CCCC(=O)O)N(CCCl)CCCl. Cell line: HCT-15. Synergy scores: CSS=42.3, Synergy_ZIP=-0.499, Synergy_Bliss=0.0329, Synergy_Loewe=-3.03, Synergy_HSA=1.41. (2) Synergy scores: CSS=67.8, Synergy_ZIP=1.18, Synergy_Bliss=3.07, Synergy_Loewe=-7.78, Synergy_HSA=3.72. Cell line: SW-620. Drug 1: C1CC(C1)(C(=O)O)C(=O)O.[NH2-].[NH2-].[Pt+2]. Drug 2: B(C(CC(C)C)NC(=O)C(CC1=CC=CC=C1)NC(=O)C2=NC=CN=C2)(O)O. (3) Drug 1: CC12CCC(CC1=CCC3C2CCC4(C3CC=C4C5=CN=CC=C5)C)O. Drug 2: C1C(C(OC1N2C=NC3=C(N=C(N=C32)Cl)N)CO)O. Cell line: SN12C. Synergy scores: CSS=1.34, Synergy_ZIP=-1.09, Synergy_Bliss=-2.03, Synergy_Loewe=-3.33, Synergy_HSA=-3.30. (4) Drug 1: CC(C1=C(C=CC(=C1Cl)F)Cl)OC2=C(N=CC(=C2)C3=CN(N=C3)C4CCNCC4)N. Drug 2: CS(=O)(=O)CCNCC1=CC=C(O1)C2=CC3=C(C=C2)N=CN=C3NC4=CC(=C(C=C4)OCC5=CC(=CC=C5)F)Cl. Cell line: SK-OV-3. Synergy scores: CSS=14.9, Synergy_ZIP=-5.59, Synergy_Bliss=0.679, Synergy_Loewe=-5.94, Synergy_HSA=0.174. (5) Drug 1: CCN(CC)CCNC(=O)C1=C(NC(=C1C)C=C2C3=C(C=CC(=C3)F)NC2=O)C. Drug 2: CS(=O)(=O)OCCCCOS(=O)(=O)C. Cell line: MCF7. Synergy scores: CSS=4.48, Synergy_ZIP=-3.24, Synergy_Bliss=-1.75, Synergy_Loewe=-0.564, Synergy_HSA=-0.514. (6) Drug 1: CC1=CC2C(CCC3(C2CCC3(C(=O)C)OC(=O)C)C)C4(C1=CC(=O)CC4)C. Drug 2: C1C(C(OC1N2C=NC(=NC2=O)N)CO)O. Cell line: K-562. Synergy scores: CSS=52.9, Synergy_ZIP=8.29, Synergy_Bliss=11.3, Synergy_Loewe=-5.89, Synergy_HSA=10.9.